This data is from Forward reaction prediction with 1.9M reactions from USPTO patents (1976-2016). The task is: Predict the product of the given reaction. (1) Given the reactants [CH2:1]([O:3][C:4](=[O:19])[C:5]1[CH:10]=[CH:9][C:8]([N:11]=[CH:12][C:13]2[CH:18]=[CH:17][CH:16]=[CH:15][CH:14]=2)=[CH:7][CH:6]=1)[CH3:2].O.[O-]S(C(F)(F)F)(=O)=O.[Yb+3].[O-]S(C(F)(F)F)(=O)=O.[O-]S(C(F)(F)F)(=O)=O.[CH:46](=[O:50])[CH:47]([CH3:49])[CH3:48].O, predict the reaction product. The product is: [CH2:1]([O:3][C:4]([C:5]1[CH:6]=[C:7]2[C:8](=[CH:9][CH:10]=1)[NH:11][CH:12]([C:13]1[CH:18]=[CH:17][CH:16]=[CH:15][CH:14]=1)[C:47]([CH3:49])([CH3:48])[CH:46]2[OH:50])=[O:19])[CH3:2]. (2) Given the reactants Br[C:2]1[C:3]([N:22]2[CH2:26][CH2:25][C@@H:24]([OH:27])[CH2:23]2)=[N:4][CH:5]=[C:6]([CH:21]=1)[C:7]([NH:9][C:10]1[CH:15]=[CH:14][C:13]([O:16][C:17]([Cl:20])([F:19])[F:18])=[CH:12][CH:11]=1)=[O:8].[F:28][C:29]1[CH:36]=[CH:35][C:32]([C:33]#[N:34])=[C:31](B2OC(C)(C)C(C)(C)O2)[CH:30]=1.[O-]P([O-])([O-])=O.[K+].[K+].[K+], predict the reaction product. The product is: [Cl:20][C:17]([F:19])([F:18])[O:16][C:13]1[CH:14]=[CH:15][C:10]([NH:9][C:7](=[O:8])[C:6]2[CH:21]=[C:2]([C:35]3[CH:36]=[C:29]([F:28])[CH:30]=[CH:31][C:32]=3[C:33]#[N:34])[C:3]([N:22]3[CH2:26][CH2:25][C@@H:24]([OH:27])[CH2:23]3)=[N:4][CH:5]=2)=[CH:11][CH:12]=1. (3) Given the reactants [Cl:1]([OH:5])(=[O:4])(=[O:3])=[O:2].[F:6][C:7]1[CH:12]=[CH:11][C:10]([C@@H:13]([N:15]2[CH2:20][CH2:19][CH2:18]/[C:17](=[CH:21]\[C:22]3[CH:27]=[CH:26][C:25]([N:28]4[CH:32]=[C:31]([CH3:33])[N:30]=[CH:29]4)=[C:24]([O:34][CH3:35])[CH:23]=3)/[C:16]2=[O:36])[CH3:14])=[CH:9][CH:8]=1, predict the reaction product. The product is: [Cl:1]([OH:5])(=[O:4])(=[O:3])=[O:2].[F:6][C:7]1[CH:12]=[CH:11][C:10]([C@@H:13]([N:15]2[CH2:20][CH2:19][CH2:18]/[C:17](=[CH:21]\[C:22]3[CH:27]=[CH:26][C:25]([N:28]4[CH:32]=[C:31]([CH3:33])[N:30]=[CH:29]4)=[C:24]([O:34][CH3:35])[CH:23]=3)/[C:16]2=[O:36])[CH3:14])=[CH:9][CH:8]=1. (4) Given the reactants [OH:1][C:2]([C:4]1[CH:5]=[CH:6][C:7]([C:10]2[N:14]=[C:13]([C:15]3[CH:20]=[CH:19][CH:18]=[C:17]([Br:21])[CH:16]=3)[O:12][N:11]=2)=[N:8][CH:9]=1)=O.C(Cl)(=O)C(Cl)=O.[Cl-].[NH4+].[N:30]1C=CC=CC=1.N, predict the reaction product. The product is: [NH2:30][C:2]([C:4]1[CH:5]=[CH:6][C:7]([C:10]2[N:14]=[C:13]([C:15]3[CH:20]=[CH:19][CH:18]=[C:17]([Br:21])[CH:16]=3)[O:12][N:11]=2)=[N:8][CH:9]=1)=[O:1].